From a dataset of Forward reaction prediction with 1.9M reactions from USPTO patents (1976-2016). Predict the product of the given reaction. (1) Given the reactants [CH3:1][C:2]1[CH:7]=[CH:6][C:5]([S:8]([O:11][CH2:12][C@@H:13]2[O:18][C:17]3[C:19]([CH2:31][CH:32]=[CH2:33])=[C:20]([O:23][CH2:24][C:25]4[CH:30]=[CH:29][CH:28]=[CH:27][CH:26]=4)[CH:21]=[CH:22][C:16]=3[O:15][CH2:14]2)(=[O:10])=[O:9])=[CH:4][CH:3]=1.B.[O:35]1CCCC1.C(=O)(O)[O-].[Na+].OO, predict the reaction product. The product is: [CH3:1][C:2]1[CH:3]=[CH:4][C:5]([S:8]([O:11][CH2:12][CH:13]2[O:18][C:17]3[C:19]([CH2:31][CH2:32][CH2:33][OH:35])=[C:20]([O:23][CH2:24][C:25]4[CH:30]=[CH:29][CH:28]=[CH:27][CH:26]=4)[CH:21]=[CH:22][C:16]=3[O:15][CH2:14]2)(=[O:9])=[O:10])=[CH:6][CH:7]=1. (2) Given the reactants [C:1]([O:5][C:6]([NH:8][CH2:9][C:10]1[N:11]([CH2:29][CH:30]([CH3:32])[CH3:31])[C:12](=[O:28])[C:13]2[C:18]([C:19]=1[C:20]1[S:21][CH:22]=[CH:23][CH:24]=1)=[CH:17][C:16]([C:25]([OH:27])=O)=[CH:15][CH:14]=2)=[O:7])([CH3:4])([CH3:3])[CH3:2].Cl.C([N:36]=C=NCCCN(C)C)C.[NH4+].ON1C2C=CC=CC=2N=N1.O, predict the reaction product. The product is: [NH2:36][C:25]([C:16]1[CH:17]=[C:18]2[C:13](=[CH:14][CH:15]=1)[C:12](=[O:28])[N:11]([CH2:29][CH:30]([CH3:32])[CH3:31])[C:10]([CH2:9][NH:8][C:6](=[O:7])[O:5][C:1]([CH3:4])([CH3:2])[CH3:3])=[C:19]2[C:20]1[S:21][CH:22]=[CH:23][CH:24]=1)=[O:27]. (3) Given the reactants [N+:1]([C:4]1[CH:9]=[CH:8][C:7]([CH2:10][CH2:11][C:12]([OH:14])=O)=[CH:6][CH:5]=1)([O-:3])=[O:2].C[N:16](C)C=O.C(Cl)(=O)C(Cl)=O, predict the reaction product. The product is: [N+:1]([C:4]1[CH:9]=[CH:8][C:7]([CH2:10][CH2:11][C:12]([NH2:16])=[O:14])=[CH:6][CH:5]=1)([O-:3])=[O:2]. (4) Given the reactants [Cl:1][C:2]1[CH:3]=[C:4]([CH2:9][C:10]([OH:12])=[O:11])[CH:5]=[C:6]([OH:8])[CH:7]=1.[CH3:13][S:14]([C:17]1[CH:22]=[CH:21][C:20](F)=[C:19]([Cl:24])[CH:18]=1)(=[O:16])=[O:15], predict the reaction product. The product is: [Cl:1][C:2]1[CH:3]=[C:4]([CH2:9][C:10]([OH:12])=[O:11])[CH:5]=[C:6]([O:8][C:20]2[CH:21]=[CH:22][C:17]([S:14]([CH3:13])(=[O:16])=[O:15])=[CH:18][C:19]=2[Cl:24])[CH:7]=1. (5) Given the reactants [CH3:1][O:2][C:3]1[CH:4]=[C:5]([NH:11][C:12]2[N:17]=[C:16]([N:18]3[C:22]([CH3:23])=[CH:21][C:20]([C:24]([F:27])([F:26])[F:25])=[N:19]3)[C:15]([C:28]3[CH:29]=[C:30]([C:36](O)=[O:37])[C:31]([O:34][CH3:35])=[N:32][CH:33]=3)=[CH:14][N:13]=2)[CH:6]=[C:7]([O:9][CH3:10])[CH:8]=1.[CH2:39]([S:41]([NH2:44])(=[O:43])=[O:42])[CH3:40].C(N(CC)CC)C.[I-].ClC1C=CC=C[N+]=1C, predict the reaction product. The product is: [CH3:10][O:9][C:7]1[CH:6]=[C:5]([NH:11][C:12]2[N:17]=[C:16]([N:18]3[C:22]([CH3:23])=[CH:21][C:20]([C:24]([F:26])([F:27])[F:25])=[N:19]3)[C:15]([C:28]3[CH:29]=[C:30]([C:36]([NH:44][S:41]([CH2:39][CH3:40])(=[O:43])=[O:42])=[O:37])[C:31]([O:34][CH3:35])=[N:32][CH:33]=3)=[CH:14][N:13]=2)[CH:4]=[C:3]([O:2][CH3:1])[CH:8]=1. (6) Given the reactants [Cl:1][C:2]1[N:7]2[N:8]=[C:9]([C:15]3[CH:20]=[CH:19][C:18]([F:21])=[CH:17][CH:16]=3)[C:10]([C:11](=O)[C:12]#[CH:13])=[C:6]2[CH:5]=[CH:4][CH:3]=1.Cl.[CH:23]1([NH:28][C:29]([NH2:31])=[NH:30])[CH2:27][CH2:26][CH2:25][CH2:24]1.C(=O)([O-])[O-].[K+].[K+], predict the reaction product. The product is: [Cl:1][C:2]1[N:7]2[N:8]=[C:9]([C:15]3[CH:20]=[CH:19][C:18]([F:21])=[CH:17][CH:16]=3)[C:10]([C:11]3[CH:12]=[CH:13][N:31]=[C:29]([NH:28][CH:23]4[CH2:27][CH2:26][CH2:25][CH2:24]4)[N:30]=3)=[C:6]2[CH:5]=[CH:4][CH:3]=1. (7) Given the reactants [CH3:1][N:2]([S:26]([C:29]1[CH:34]=[CH:33][C:32]([CH3:35])=[CH:31][CH:30]=1)(=[O:28])=[O:27])[C:3]1[C:12]2[C:7](=[CH:8][CH:9]=[CH:10][CH:11]=2)[C:6]([N:13]2[CH2:18][CH2:17][N:16](C(OC(C)(C)C)=O)[CH2:15][CH2:14]2)=[CH:5][CH:4]=1.[ClH:36], predict the reaction product. The product is: [ClH:36].[CH3:1][N:2]([C:3]1[C:12]2[C:7](=[CH:8][CH:9]=[CH:10][CH:11]=2)[C:6]([N:13]2[CH2:14][CH2:15][NH:16][CH2:17][CH2:18]2)=[CH:5][CH:4]=1)[S:26]([C:29]1[CH:34]=[CH:33][C:32]([CH3:35])=[CH:31][CH:30]=1)(=[O:27])=[O:28]. (8) Given the reactants [CH3:1][O:2][C:3]1[CH:9]=[C:8]([O:10][CH3:11])[CH:7]=[CH:6][C:4]=1[NH2:5].[Cl:12][C:13]1[N:18]=[C:17](Cl)[C:16]([F:20])=[CH:15][N:14]=1.C(N(CC)C(C)C)(C)C, predict the reaction product. The product is: [Cl:12][C:13]1[N:18]=[C:17]([NH:5][C:4]2[CH:6]=[CH:7][C:8]([O:10][CH3:11])=[CH:9][C:3]=2[O:2][CH3:1])[C:16]([F:20])=[CH:15][N:14]=1. (9) Given the reactants [Cl:1][C:2]1[CH:28]=[CH:27][C:5]([CH2:6][N:7]2[C:15]3[C:10](=[CH:11][CH:12]=[CH:13][CH:14]=3)[CH:9]=[C:8]2[C:16]([N:18]2[CH2:23][CH2:22][CH:21]([C:24](O)=[O:25])[CH2:20][CH2:19]2)=[O:17])=[CH:4][CH:3]=1.C(N=C=NCCCN(C)C)C.ON1C2C=CC=CC=2N=N1.C(N(CC)C(C)C)(C)C.[CH2:59]([NH2:66])[C:60]1[CH:65]=[CH:64][CH:63]=[CH:62][CH:61]=1, predict the reaction product. The product is: [CH2:59]([NH:66][C:24]([CH:21]1[CH2:22][CH2:23][N:18]([C:16]([C:8]2[N:7]([CH2:6][C:5]3[CH:4]=[CH:3][C:2]([Cl:1])=[CH:28][CH:27]=3)[C:15]3[C:10]([CH:9]=2)=[CH:11][CH:12]=[CH:13][CH:14]=3)=[O:17])[CH2:19][CH2:20]1)=[O:25])[C:60]1[CH:65]=[CH:64][CH:63]=[CH:62][CH:61]=1.